Dataset: Forward reaction prediction with 1.9M reactions from USPTO patents (1976-2016). Task: Predict the product of the given reaction. (1) Given the reactants [C:1]1([C:7]2[CH:15]=[CH:14][CH:13]=[C:12]3[C:8]=2[C:9]2[CH:19]=[CH:18][CH:17]=[N:16][C:10]=2[NH:11]3)[CH:6]=[CH:5][CH:4]=[CH:3][CH:2]=1.[CH2:20]([S:22](C1C=C(B(O)O)C=CC=1)(=[O:24])=[O:23])[CH3:21], predict the reaction product. The product is: [CH2:20]([S:22]([C:5]1[CH:6]=[C:1]([C:7]2[CH:15]=[CH:14][CH:13]=[C:12]3[C:8]=2[C:9]2[CH:19]=[CH:18][CH:17]=[N:16][C:10]=2[NH:11]3)[CH:2]=[CH:3][CH:4]=1)(=[O:24])=[O:23])[CH3:21]. (2) Given the reactants [OH:1][C:2]1[CH:3]=[C:4]([S:8][CH2:9][CH2:10][CH2:11][C:12]([OH:14])=O)[CH:5]=[CH:6][CH:7]=1.[CH3:15][O:16][C:17]1[CH:25]=[CH:24][CH:23]=[CH:22][C:18]=1[CH2:19][NH:20][CH3:21], predict the reaction product. The product is: [OH:1][C:2]1[CH:3]=[C:4]([S:8][CH2:9][CH2:10][CH2:11][C:12]([N:20]([CH2:19][C:18]2[CH:22]=[CH:23][CH:24]=[CH:25][C:17]=2[O:16][CH3:15])[CH3:21])=[O:14])[CH:5]=[CH:6][CH:7]=1. (3) Given the reactants [Cl:1][C:2]1[CH:3]=[CH:4][CH:5]=[C:6]2[C:10]=1[NH:9][C:8](=[O:11])[C:7]2=[O:12].[C:13]1([CH3:21])[CH:18]=[CH:17][CH:16]=[CH:15][C:14]=1[Mg]Br.O.CO.C(O)(C(F)(F)F)=O, predict the reaction product. The product is: [Cl:1][C:2]1[CH:3]=[CH:4][CH:5]=[C:6]2[C:10]=1[NH:9][C:8](=[O:11])[C:7]2([OH:12])[C:14]1[CH:15]=[CH:16][CH:17]=[CH:18][C:13]=1[CH3:21]. (4) Given the reactants C(Cl)C[Cl:3].[CH:5]1[CH:6]=[CH:7][C:8]2[N:13](O)N=[N:11][C:9]=2C=1.[OH:15][C@@H:16]([CH3:19])[CH2:17]N.Cl.[O:21]1CCOCC1, predict the reaction product. The product is: [ClH:3].[OH:15][C@@H:16]([CH3:19])[CH2:17][NH:11][C:9]([C@@H:8]1[CH2:7][CH2:6][CH2:5][NH:13]1)=[O:21]. (5) Given the reactants [C:1](Cl)(=O)[C:2]([Cl:4])=[O:3].[Br:7][C:8]1[CH:16]=[CH:15]C(C(O)=O)=[CH:10][C:9]=1[F:17].CN(C=O)C, predict the reaction product. The product is: [Br:7][C:8]1[CH:16]=[CH:15][C:1]([C:2]([Cl:4])=[O:3])=[CH:10][C:9]=1[F:17].